From a dataset of Catalyst prediction with 721,799 reactions and 888 catalyst types from USPTO. Predict which catalyst facilitates the given reaction. (1) Reactant: [CH3:1][O:2][C:3]1[CH:8]=[CH:7][C:6]([NH2:9])=[CH:5][CH:4]=1.[C:10](OC(=O)C)(=[O:12])[CH3:11]. Product: [CH3:1][O:2][C:3]1[CH:8]=[CH:7][C:6]([NH:9][C:10](=[O:12])[CH3:11])=[CH:5][CH:4]=1. The catalyst class is: 4. (2) Reactant: [Cl:1][C:2]1[N:7]=[C:6]([C:8](=[O:15])[CH2:9][C:10]([O:12][CH2:13][CH3:14])=[O:11])[CH:5]=[CH:4][CH:3]=1.[H-].[Na+].[F:18][C:19]([F:29])([F:28])[C:20]1[CH:27]=[CH:26][C:23]([CH2:24]Br)=[CH:22][CH:21]=1.C(=O)([O-])O.[Na+]. Product: [Cl:1][C:2]1[N:7]=[C:6]([C:8](=[O:15])[CH:9]([CH2:24][C:23]2[CH:22]=[CH:21][C:20]([C:19]([F:18])([F:28])[F:29])=[CH:27][CH:26]=2)[C:10]([O:12][CH2:13][CH3:14])=[O:11])[CH:5]=[CH:4][CH:3]=1. The catalyst class is: 149. (3) Reactant: [OH:1][C:2]1[C:3]2[CH:31]=[CH:30][N:29]=[CH:28][C:4]=2[N:5]=[C:6]([O:8][C:9]2[CH:14]=[CH:13][N:12]=[C:11]([N:15]3[CH2:20][CH2:19][N:18](C(OC(C)(C)C)=O)[CH2:17][CH2:16]3)[CH:10]=2)[N:7]=1.Cl. The catalyst class is: 12. Product: [N:15]1([C:11]2[CH:10]=[C:9]([O:8][C:6]3[N:7]=[C:2]([OH:1])[C:3]4[CH:31]=[CH:30][N:29]=[CH:28][C:4]=4[N:5]=3)[CH:14]=[CH:13][N:12]=2)[CH2:16][CH2:17][NH:18][CH2:19][CH2:20]1. (4) Reactant: [C:9](O[C:9]([O:11][C:12]([CH3:15])([CH3:14])[CH3:13])=[O:10])([O:11][C:12]([CH3:15])([CH3:14])[CH3:13])=[O:10].C(N(CC)CC)C.[NH2:23][C@@H:24]1[CH2:29][CH2:28][CH2:27][CH2:26][C@H:25]1[C:30]([OH:32])=[O:31]. Product: [C:12]([O:11][C:9]([NH:23][C@@H:24]1[CH2:29][CH2:28][CH2:27][CH2:26][C@H:25]1[C:30]([OH:32])=[O:31])=[O:10])([CH3:13])([CH3:14])[CH3:15]. The catalyst class is: 38.